This data is from Full USPTO retrosynthesis dataset with 1.9M reactions from patents (1976-2016). The task is: Predict the reactants needed to synthesize the given product. (1) Given the product [NH2:1][C:2]1[CH:10]=[C:9]([CH3:11])[CH:8]=[C:7]([CH3:12])[C:3]=1[C:4]([NH2:15])=[O:5], predict the reactants needed to synthesize it. The reactants are: [NH2:1][C:2]1[CH:10]=[C:9]([CH3:11])[CH:8]=[C:7]([CH3:12])[C:3]=1[C:4](O)=[O:5].CC[N:15]=C=NCCCN(C)C.Cl.C1C=CC2N(O)N=NC=2C=1.CN1CCOCC1.[OH-].[NH4+]. (2) Given the product [Cl:1][C:2]1[CH:7]=[CH:6][C:5]([C:8]2[O:9][C:10]([O:16][CH2:17][CH3:18])=[C:11]([C:13](=[S:28])[NH2:15])[N:12]=2)=[CH:4][CH:3]=1, predict the reactants needed to synthesize it. The reactants are: [Cl:1][C:2]1[CH:7]=[CH:6][C:5]([C:8]2[O:9][C:10]([O:16][CH2:17][CH3:18])=[C:11]([C:13]([NH2:15])=O)[N:12]=2)=[CH:4][CH:3]=1.COC1C=CC(P2(SP(C3C=CC(OC)=CC=3)(=S)S2)=[S:28])=CC=1. (3) Given the product [OH:5][CH2:4][C@@H:2]1[CH2:3][C@H:1]1[C:21]([CH3:22])([CH3:23])[O:20][SiH2:14][C:10]([CH3:13])([CH3:12])[CH3:11], predict the reactants needed to synthesize it. The reactants are: [C@@H:1]1(CO)[CH2:3][C@H:2]1[CH2:4][OH:5].[H-].[Na+].[C:10]([Si:14](C)(C)Cl)([CH3:13])([CH3:12])[CH3:11].C([O:20][CH2:21][CH3:22])C.[CH2:23]1COCC1. (4) The reactants are: [OH:1][CH:2]([C:12]1[CH:17]=[CH:16][CH:15]=[CH:14][CH:13]=1)[C:3]1[CH:11]=[CH:10][C:6]([C:7]([OH:9])=O)=[CH:5][CH:4]=1.[N:18]1([C:24]([O:26][C:27]([CH3:30])([CH3:29])[CH3:28])=[O:25])[CH2:23][CH2:22][NH:21][CH2:20][CH2:19]1.C(N(CC)CC)C.CN(C(ON1N=NC2C=CC=NC1=2)=[N+](C)C)C.F[P-](F)(F)(F)(F)F.C([O-])(O)=O.[Na+]. Given the product [OH:1][CH:2]([C:12]1[CH:17]=[CH:16][CH:15]=[CH:14][CH:13]=1)[C:3]1[CH:4]=[CH:5][C:6]([C:7]([N:21]2[CH2:20][CH2:19][N:18]([C:24]([O:26][C:27]([CH3:30])([CH3:29])[CH3:28])=[O:25])[CH2:23][CH2:22]2)=[O:9])=[CH:10][CH:11]=1, predict the reactants needed to synthesize it. (5) Given the product [OH:47][NH:40][C:20](=[O:22])/[CH:19]=[CH:18]/[C:13]1[CH:14]=[CH:15][CH:16]=[CH:17][C:12]=1[N:7]1[CH2:8][CH2:9][N:10]([C:25]([NH:24][C:27]2[CH:32]=[CH:31][C:30]([O:33][C:34]([F:35])([F:36])[F:37])=[CH:29][CH:28]=2)=[O:26])[CH2:11][C:6]1=[O:5], predict the reactants needed to synthesize it. The reactants are: ClCCCl.[O:5]=[C:6]1[CH2:11][NH:10][CH2:9][CH2:8][N:7]1[C:12]1[CH:17]=[CH:16][CH:15]=[CH:14][C:13]=1/[CH:18]=[CH:19]/[C:20]([O:22]C)=O.[N:24]([C:27]1[CH:32]=[CH:31][C:30]([O:33][C:34]([F:37])([F:36])[F:35])=[CH:29][CH:28]=1)=[C:25]=[O:26].C([N:40](CC)CC)C.[Cl-].[Na+].[OH2:47]. (6) The reactants are: Cl[C:2]1[N:10]=[C:9]([C:11]([F:14])([F:13])[F:12])[N:8]=[C:7]2[C:3]=1[N:4]=[CH:5][N:6]2[CH2:15][C:16]1[CH:21]=[CH:20][C:19]([O:22][CH3:23])=[CH:18][CH:17]=1.C([Sn](CCCC)(CCCC)[C:29]1[O:30][CH:31]=[CH:32][CH:33]=1)CCC. Given the product [O:30]1[CH:31]=[CH:32][CH:33]=[C:29]1[C:2]1[N:10]=[C:9]([C:11]([F:14])([F:13])[F:12])[N:8]=[C:7]2[C:3]=1[N:4]=[CH:5][N:6]2[CH2:15][C:16]1[CH:21]=[CH:20][C:19]([O:22][CH3:23])=[CH:18][CH:17]=1, predict the reactants needed to synthesize it. (7) Given the product [CH3:32][C:2]1[CH:7]=[C:6]([CH2:8][N:9]2[CH2:13][CH2:12][CH2:11][CH2:10]2)[CH:5]=[CH:4][C:3]=1[CH2:14][CH2:15][NH:16][C:17]([C:19]1[CH:24]=[CH:23][C:22]([C:25]2[CH:30]=[CH:29][C:28]([Cl:31])=[CH:27][CH:26]=2)=[CH:21][CH:20]=1)=[O:18], predict the reactants needed to synthesize it. The reactants are: Br[C:2]1[CH:7]=[C:6]([CH2:8][N:9]2[CH2:13][CH2:12][CH2:11][CH2:10]2)[CH:5]=[CH:4][C:3]=1[CH2:14][CH2:15][NH:16][C:17]([C:19]1[CH:24]=[CH:23][C:22]([C:25]2[CH:30]=[CH:29][C:28]([Cl:31])=[CH:27][CH:26]=2)=[CH:21][CH:20]=1)=[O:18].[CH3:32]OB(O)O. (8) The reactants are: [F:1][C:2]1[CH:7]=[CH:6][CH:5]=[CH:4][C:3]=1[C:8]1[C:12]([C:13]2[N:14]=[CH:15][NH:16][CH:17]=2)=[C:11]([CH3:18])[O:10][N:9]=1.Cl[C:20]1[N:25]=[CH:24][CH:23]=[CH:22][N:21]=1. Given the product [F:1][C:2]1[CH:7]=[CH:6][CH:5]=[CH:4][C:3]=1[C:8]1[C:12]([C:13]2[N:14]=[CH:15][N:16]([C:20]3[N:25]=[CH:24][CH:23]=[CH:22][N:21]=3)[CH:17]=2)=[C:11]([CH3:18])[O:10][N:9]=1, predict the reactants needed to synthesize it. (9) Given the product [CH3:29][C:2]([CH3:1])([CH3:28])[C:3]([O:5][CH2:6][C:7]1[CH:12]=[CH:11][C:10]([C:13]2[CH:18]=[C:17]([O:19][CH3:20])[CH:16]=[CH:15][C:14]=2[F:21])=[C:9]([C:22]2[N:24]([CH:25]([CH3:26])[CH3:27])[CH:53]=[N:55][N:56]=2)[CH:8]=1)=[O:4], predict the reactants needed to synthesize it. The reactants are: [CH3:1][C:2]([CH3:29])([CH3:28])[C:3]([O:5][CH2:6][C:7]1[CH:12]=[CH:11][C:10]([C:13]2[CH:18]=[C:17]([O:19][CH3:20])[CH:16]=[CH:15][C:14]=2[F:21])=[C:9]([C:22]([NH:24][CH:25]([CH3:27])[CH3:26])=O)[CH:8]=1)=[O:4].COC1C=CC(P2(=S)SP(=S)(C3C=CC(OC)=CC=3)S2)=CC=1.O.[CH:53]([NH:55][NH2:56])=O. (10) The reactants are: [CH3:1][S-:2].[Na+].[Br:4][C:5]1[CH:6]=[N:7][CH:8]=[C:9](Br)[CH:10]=1. Given the product [Br:4][C:5]1[CH:6]=[N:7][CH:8]=[C:9]([S:2][CH3:1])[CH:10]=1, predict the reactants needed to synthesize it.